This data is from Catalyst prediction with 721,799 reactions and 888 catalyst types from USPTO. The task is: Predict which catalyst facilitates the given reaction. Reactant: [NH2:1][C:2]1[CH:13]=[CH:12][C:5]2[CH:6]=[C:7]([C:9]([OH:11])=[O:10])[S:8][C:4]=2[CH:3]=1.[C:14](O[C:14]([O:15][C:16]([CH3:19])([CH3:18])[CH3:17])=[O:20])(=[O:20])[O:15][C:16]([CH3:19])([CH3:18])[CH3:17].C(=O)(O)[O-].[Na+].C(O)(=O)CC(CC(O)=O)(C(O)=O)O. Product: [C:16]([O:15][C:14]([NH:1][C:2]1[CH:13]=[CH:12][C:5]2[CH:6]=[C:7]([C:9]([OH:11])=[O:10])[S:8][C:4]=2[CH:3]=1)=[O:20])([CH3:19])([CH3:18])[CH3:17]. The catalyst class is: 12.